From a dataset of Forward reaction prediction with 1.9M reactions from USPTO patents (1976-2016). Predict the product of the given reaction. (1) Given the reactants CC[O:3][C:4]([C:6]1[N:7](C(OC(C)(C)C)=O)[C:8]2[C:13]([CH:14]=1)=[C:12]([O:15][CH2:16][C:17]1[N:18]=[C:19]([CH3:22])[S:20][CH:21]=1)[CH:11]=[CH:10][CH:9]=2)=[O:5].[OH-].[Na+], predict the reaction product. The product is: [CH3:22][C:19]1[S:20][CH:21]=[C:17]([CH2:16][O:15][C:12]2[CH:11]=[CH:10][CH:9]=[C:8]3[C:13]=2[CH:14]=[C:6]([C:4]([OH:5])=[O:3])[NH:7]3)[N:18]=1. (2) Given the reactants Br[C:2]1[CH:3]=[N:4][CH:5]=[C:6]([O:8][CH:9]([CH3:11])[CH3:10])[CH:7]=1.[CH3:12][N:13](C(OC(C)(C)C)=O)[C@H:14]([CH2:16][CH:17]=[CH2:18])[CH3:15].C([O-])([O-])=O.[K+].[K+].[OH:32][C:33]1[CH:41]=[CH:40][C:36]([C:37]([OH:39])=[O:38])=[CH:35][CH:34]=1, predict the reaction product. The product is: [OH:32][C:33]1[CH:41]=[CH:40][C:36]([C:37]([OH:39])=[O:38])=[CH:35][CH:34]=1.[CH3:12][NH:13][C@H:14]([CH2:16]/[CH:17]=[CH:18]/[C:2]1[CH:3]=[N:4][CH:5]=[C:6]([O:8][CH:9]([CH3:11])[CH3:10])[CH:7]=1)[CH3:15]. (3) Given the reactants [CH3:1][O:2][C:3]1[CH:4]=[C:5]2[C:10](=[C:11]([O:13][CH3:14])[CH:12]=1)[CH:9]=[N:8][CH:7]([CH3:15])[CH2:6]2.C(O[CH:19]=[C:20]([C:26](=[O:28])[CH3:27])[C:21]([O:23][CH2:24][CH3:25])=[O:22])C, predict the reaction product. The product is: [CH3:1][O:2][C:3]1[CH:12]=[C:11]([O:13][CH3:14])[C:10]2[CH:9]3[N:8]([CH:7]([CH3:15])[CH2:6][C:5]=2[CH:4]=1)[CH:19]=[C:20]([C:21]([O:23][CH2:24][CH3:25])=[O:22])[C:26](=[O:28])[CH2:27]3. (4) Given the reactants C(OC([N:8]1[CH2:13][CH:12]=[C:11]([C:14]2[CH:22]=[C:21]3[C:17]([C:18]([S:23][CH3:24])=[N:19][NH:20]3)=[CH:16][CH:15]=2)[CH2:10][CH2:9]1)=O)(C)(C)C.[CH3:25][C:26]1[CH:31]=[CH:30][C:29](B(O)O)=[CH:28][CH:27]=1, predict the reaction product. The product is: [CH3:24][S:23][C:18]1[C:17]2[C:21](=[CH:22][C:14]([C:11]3[CH2:10][CH2:9][NH:8][CH2:13][CH:12]=3)=[CH:15][CH:16]=2)[N:20]([C:29]2[CH:30]=[CH:31][C:26]([CH3:25])=[CH:27][CH:28]=2)[N:19]=1.